Dataset: Reaction yield outcomes from USPTO patents with 853,638 reactions. Task: Predict the reaction yield, written as a fraction of the theoretical maximum amount of product (1.0 means a 100% yield; for example, 0.34 means a 34% yield). (1) The reactants are C(OC([N:8]1[CH2:12][CH2:11][C:10]([C:15]2[CH:20]=[CH:19][C:18]([F:21])=[C:17]([F:22])[CH:16]=2)([O:13][CH3:14])[CH2:9]1)=O)(C)(C)C.FC(F)(F)C(O)=O. The catalyst is ClCCl. The product is [F:22][C:17]1[CH:16]=[C:15]([C:10]2([O:13][CH3:14])[CH2:11][CH2:12][NH:8][CH2:9]2)[CH:20]=[CH:19][C:18]=1[F:21]. The yield is 0.630. (2) The reactants are [F:1][C:2]1[CH:16]=[CH:15][C:5]([CH2:6][S:7]([CH2:9][C:10]([O:12]CC)=[O:11])=[O:8])=[CH:4][CH:3]=1.[OH-].[Na+]. The catalyst is C1COCC1.CO. The product is [F:1][C:2]1[CH:16]=[CH:15][C:5]([CH2:6][S:7]([CH2:9][C:10]([OH:12])=[O:11])=[O:8])=[CH:4][CH:3]=1. The yield is 0.880. (3) The reactants are Cl[C:2]1[CH:7]=[CH:6][C:5]([O:8][CH3:9])=[CH:4][C:3]=1[N+:10]([O-])=O.C(OC)(=O)[CH2:14][C:15](OC)=[O:16].[H-].[Na+]. The catalyst is [Fe]. The product is [CH3:9][O:8][C:5]1[CH:4]=[C:3]2[C:2]([CH2:14][C:15](=[O:16])[NH:10]2)=[CH:7][CH:6]=1. The yield is 0.180. (4) The reactants are [Cl:1][C:2]1[C:3]([CH3:23])=[CH:4][C:5]([CH2:21]O)=[C:6]([CH:8]2[CH2:13][CH2:12][N:11]([C:14]([O:16][C:17]([CH3:20])([CH3:19])[CH3:18])=[O:15])[CH2:10][CH2:9]2)[CH:7]=1.C(N(CC)CC)C.S([Cl:41])(C1C=CC(C)=CC=1)(=O)=O. The catalyst is CN(C1C=CN=CC=1)C.C(Cl)Cl. The product is [Cl:1][C:2]1[C:3]([CH3:23])=[CH:4][C:5]([CH2:21][Cl:41])=[C:6]([CH:8]2[CH2:13][CH2:12][N:11]([C:14]([O:16][C:17]([CH3:20])([CH3:19])[CH3:18])=[O:15])[CH2:10][CH2:9]2)[CH:7]=1. The yield is 0.100. (5) The reactants are [C:1]([O:5][C:6]([N:8]1[C:16]2[C:11](=[C:12]([NH:18][C:19]3[CH:24]=[CH:23][C:22]([I:25])=[CH:21][C:20]=3[F:26])[C:13]([NH2:17])=[CH:14][CH:15]=2)[CH:10]=[N:9]1)=[O:7])([CH3:4])([CH3:3])[CH3:2].[CH:27]1([S:30](Cl)(=[O:32])=[O:31])[CH2:29][CH2:28]1. The catalyst is N1C=CC=CC=1. The product is [C:1]([O:5][C:6]([N:8]1[C:16]2[C:11](=[C:12]([NH:18][C:19]3[CH:24]=[CH:23][C:22]([I:25])=[CH:21][C:20]=3[F:26])[C:13]([NH:17][S:30]([CH:27]3[CH2:29][CH2:28]3)(=[O:32])=[O:31])=[CH:14][CH:15]=2)[CH:10]=[N:9]1)=[O:7])([CH3:4])([CH3:2])[CH3:3]. The yield is 0.840.